From a dataset of Full USPTO retrosynthesis dataset with 1.9M reactions from patents (1976-2016). Predict the reactants needed to synthesize the given product. Given the product [CH2:22]([N:12]1[C:13]2[C:18](=[CH:17][C:16]([CH3:21])=[CH:15][CH:14]=2)[C:19]([Cl:32])=[C:10]([C:8]#[N:7])[C:11]1=[O:29])[C:23]1[CH:28]=[CH:27][CH:26]=[CH:25][CH:24]=1, predict the reactants needed to synthesize it. The reactants are: C1([NH:7][C:8]([C:10]2[C:11](=[O:29])[N:12]([CH2:22][C:23]3[CH:28]=[CH:27][CH:26]=[CH:25][CH:24]=3)[C:13]3[C:18]([C:19]=2O)=[CH:17][C:16]([CH3:21])=[CH:15][CH:14]=3)=O)CCCCC1.P(Cl)(Cl)([Cl:32])=O.